This data is from TCR-epitope binding with 47,182 pairs between 192 epitopes and 23,139 TCRs. The task is: Binary Classification. Given a T-cell receptor sequence (or CDR3 region) and an epitope sequence, predict whether binding occurs between them. The epitope is IVTDFSVIK. The TCR CDR3 sequence is CSVVGNYGYTF. Result: 1 (the TCR binds to the epitope).